From a dataset of Forward reaction prediction with 1.9M reactions from USPTO patents (1976-2016). Predict the product of the given reaction. (1) Given the reactants [CH3:1][O:2][C:3](=[O:34])[C@@H:4]([NH:14][C:15]([C:17]1[S:21][C:20]([NH:22][C:23](=[O:32])[CH2:24][C:25]2[CH:30]=[CH:29][CH:28]=[C:27]([OH:31])[CH:26]=2)=[N:19][C:18]=1[CH3:33])=[O:16])[CH2:5][NH:6][C:7]([O:9]C(C)(C)C)=O.O1[CH2:40][CH2:39]OCC1.CN(C(ON1N=NC2C=CC=CC1=2)=[N+](C)C)C.F[P-](F)(F)(F)(F)F.C1C=CC2N(O)N=NC=2C=1.[F:75][C:76]1[CH:77]=C(C=[C:83]([F:85])[CH:84]=1)C(O)=O.C(N(CC)CC)C, predict the reaction product. The product is: [CH3:1][O:2][C:3](=[O:34])[C@@H:4]([NH:14][C:15]([C:17]1[S:21][C:20]([NH:22][C:23](=[O:32])[CH2:24][C:25]2[CH:30]=[CH:29][CH:28]=[C:27]([OH:31])[CH:26]=2)=[N:19][C:18]=1[CH3:33])=[O:16])[CH2:5][NH:6][C:7](=[O:9])[C:40]1[CH:39]=[C:83]([F:85])[CH:84]=[C:76]([F:75])[CH:77]=1. (2) Given the reactants [NH2:1][C:2]1[N:7]=[CH:6][N:5]([C@@H:8]2[O:22][C@H:21]([CH2:23][O:24]C(=O)C3C=CC(Cl)=CC=3)[C@@H:10]([O:11]C(=O)C3C=CC(Cl)=CC=3)[CH2:9]2)[C:4](=[O:34])[N:3]=1.NC1N=CN([C@H]2O[C@H](COC(=O)C3C=CC(Cl)=CC=3)[C@@H](OC(=O)C3C=CC(Cl)=CC=3)C2)C(=O)N=1.C[O-].[Na+], predict the reaction product. The product is: [CH2:9]1[C@H:8]([N:5]2[C:4](=[O:34])[N:3]=[C:2]([NH2:1])[N:7]=[CH:6]2)[O:22][C@H:21]([CH2:23][OH:24])[C@H:10]1[OH:11]. (3) Given the reactants [Br:1][C:2]1[CH:3]=[C:4]([CH2:8][C:9](=O)C)[CH:5]=[CH:6][CH:7]=1.[CH3:12][C:13]1[CH:22]=[CH:21][C:20]2C(=[CH:16][CH:17]=[CH:18][C:19]=2[N:23]2[CH2:28][CH2:27][N:26]([CH2:29]CC3C=C(C=CC=3)N)[CH2:25][CH2:24]2)N=1.[C:38]([BH3-])#[N:39].[Na+], predict the reaction product. The product is: [Br:1][C:2]1[CH:3]=[C:4]([CH:8]([CH3:9])[CH2:29][N:26]2[CH2:27][CH2:28][N:23]([C:19]3[CH:18]=[CH:17][CH:16]=[C:38]4[C:20]=3[CH:21]=[CH:22][C:13]([CH3:12])=[N:39]4)[CH2:24][CH2:25]2)[CH:5]=[CH:6][CH:7]=1. (4) Given the reactants [CH2:1]([C:3]1[C:7]([O:8][C:9]2[CH:10]=[C:11]([C:17]#[N:18])[CH:12]=[C:13]([CH:16]=2)[C:14]#[N:15])=[C:6]([CH2:19][CH2:20][O:21][C:22]2[CH:27]=[CH:26][C:25](SC)=[CH:24][CH:23]=2)[NH:5][N:4]=1)[CH3:2].O[O:31][S:32]([O-:34])=O.[K+].[CH3:36]O, predict the reaction product. The product is: [CH2:1]([C:3]1[C:7]([O:8][C:9]2[CH:16]=[C:13]([C:14]#[N:15])[CH:12]=[C:11]([CH:10]=2)[C:17]#[N:18])=[C:6]([CH2:19][CH2:20][O:21][C:22]2[CH:23]=[CH:24][C:25]([S:32]([CH3:36])(=[O:34])=[O:31])=[CH:26][CH:27]=2)[NH:5][N:4]=1)[CH3:2]. (5) The product is: [Cl:1][C:2]1[CH:3]=[C:4]([C@@H:12]([CH2:16][CH:17]2[CH2:20][C:19](=[O:21])[CH2:18]2)[C:13]([NH:37][C:34]2[CH:35]=[CH:36][N:32]([CH2:31][C:30]([O:29][CH3:28])([CH3:38])[CH3:39])[N:33]=2)=[O:15])[CH:5]=[CH:6][C:7]=1[S:8]([CH3:11])(=[O:9])=[O:10]. Given the reactants [Cl:1][C:2]1[CH:3]=[C:4]([C@@H:12]([CH2:16][CH:17]2[CH2:20][C:19](=[O:21])[CH2:18]2)[C:13]([OH:15])=O)[CH:5]=[CH:6][C:7]=1[S:8]([CH3:11])(=[O:10])=[O:9].C(Cl)(=O)C(Cl)=O.[CH3:28][O:29][C:30]([CH3:39])([CH3:38])[CH2:31][N:32]1[CH:36]=[CH:35][C:34]([NH2:37])=[N:33]1.N1C(C)=CC=CC=1C, predict the reaction product. (6) Given the reactants [Cl:1][C:2]1[CH:7]=[N:6][NH:5][C:4](=[O:8])[C:3]=1[Cl:9].C([O-])([O-])=O.[K+].[K+].[CH2:16](Br)[C:17]1[CH:22]=[CH:21][CH:20]=[CH:19][CH:18]=1.N1NC(=O)C=CC=1, predict the reaction product. The product is: [CH2:16]([N:5]1[C:4](=[O:8])[C:3]([Cl:9])=[C:2]([Cl:1])[CH:7]=[N:6]1)[C:17]1[CH:22]=[CH:21][CH:20]=[CH:19][CH:18]=1. (7) Given the reactants C(OC([N:8]1[CH2:12][CH2:11][C@@H:10]([O:13][C:14](=[O:28])[C@:15]([CH:23]2[CH2:27][CH2:26][CH2:25][CH2:24]2)([OH:22])[C:16]2[CH:21]=[CH:20][CH:19]=[CH:18][CH:17]=2)[CH2:9]1)=O)(C)(C)C.[ClH:29].CCOC(C)=O, predict the reaction product. The product is: [ClH:29].[NH:8]1[CH2:12][CH2:11][C@@H:10]([O:13][C:14](=[O:28])[C@:15]([CH:23]2[CH2:24][CH2:25][CH2:26][CH2:27]2)([OH:22])[C:16]2[CH:17]=[CH:18][CH:19]=[CH:20][CH:21]=2)[CH2:9]1.